This data is from Full USPTO retrosynthesis dataset with 1.9M reactions from patents (1976-2016). The task is: Predict the reactants needed to synthesize the given product. (1) Given the product [CH:15]1([C:21]2[O:4][C:3]([C:5]3[CH:10]=[CH:9][C:8]([C:11]([F:14])([F:13])[F:12])=[CH:7][CH:6]=3)=[CH:2][C:22]=2[C:23]([O:25][CH2:26][CH3:27])=[O:24])[CH2:20][CH2:19][CH2:18][CH2:17][CH2:16]1, predict the reactants needed to synthesize it. The reactants are: Cl[CH2:2][C:3]([C:5]1[CH:10]=[CH:9][C:8]([C:11]([F:14])([F:13])[F:12])=[CH:7][CH:6]=1)=[O:4].[CH:15]1([C:21](=O)[CH2:22][C:23]([O:25][CH2:26][CH3:27])=[O:24])[CH2:20][CH2:19][CH2:18][CH2:17][CH2:16]1. (2) Given the product [Cl:23][C:24]1[CH:25]=[C:26]([CH:30]=[C:31]([S:33]([F:38])([F:34])([F:35])([F:36])[F:37])[CH:32]=1)[C:27]([NH:6][C:5]1[CH:7]=[CH:8][C:2]([CH3:1])=[C:3]([N:9]2[C:16]3[N:12]([N:13]=[C:14]([C:17]4[CH:18]=[N:19][CH:20]=[CH:21][CH:22]=4)[CH:15]=3)[CH:11]=[CH:10]2)[CH:4]=1)=[O:28], predict the reactants needed to synthesize it. The reactants are: [CH3:1][C:2]1[CH:8]=[CH:7][C:5]([NH2:6])=[CH:4][C:3]=1[N:9]1[C:16]2[N:12]([N:13]=[C:14]([C:17]3[CH:18]=[N:19][CH:20]=[CH:21][CH:22]=3)[CH:15]=2)[CH:11]=[CH:10]1.[Cl:23][C:24]1[CH:25]=[C:26]([CH:30]=[C:31]([S:33]([F:38])([F:37])([F:36])([F:35])[F:34])[CH:32]=1)[C:27](O)=[O:28]. (3) Given the product [F:1][C:2]1[CH:7]=[CH:6][CH:5]=[CH:4][C:3]=1[C:8]1[NH:12][CH:11]=[C:10]([CH:13]=[O:14])[C:9]=1[CH3:15], predict the reactants needed to synthesize it. The reactants are: [F:1][C:2]1[CH:7]=[CH:6][CH:5]=[CH:4][C:3]=1[C:8]1[NH:12][CH:11]=[C:10]([CH2:13][OH:14])[C:9]=1[CH3:15].C[N+]1([O-])CCOCC1. (4) Given the product [NH2:33][C:26]1[CH:25]=[CH:24][C:23]([O:22][C:18]2[CH:17]=[CH:16][C:15]3[CH2:14][CH2:13][C@H:12]([NH:11][C:9]([O:8][CH2:1][C:2]4[CH:3]=[CH:4][CH:5]=[CH:6][CH:7]=4)=[O:10])[CH2:21][C:20]=3[CH:19]=2)=[CH:32][C:27]=1[C:28]([O:30][CH3:31])=[O:29], predict the reactants needed to synthesize it. The reactants are: [CH2:1]([O:8][C:9]([NH:11][C@@H:12]1[CH2:21][C:20]2[CH:19]=[C:18]([O:22][C:23]3[CH:24]=[CH:25][C:26]([NH:33]C(OC(C)(C)C)=O)=[C:27]([CH:32]=3)[C:28]([O:30][CH3:31])=[O:29])[CH:17]=[CH:16][C:15]=2[CH2:14][CH2:13]1)=[O:10])[C:2]1[CH:7]=[CH:6][CH:5]=[CH:4][CH:3]=1.Cl. (5) Given the product [CH3:1][C:24]1[C:15]([N+:12]([O-:14])=[O:13])=[C:16]2[C:21](=[CH:22][CH:23]=1)[C:20](=[O:25])[O:19][CH:18]=[CH:17]2, predict the reactants needed to synthesize it. The reactants are: [CH3:1]C(C)([O-])C.[K+].CN(C)C=O.[N+:12]([C:15]1[CH:24]=[CH:23][CH:22]=[C:21]2[C:16]=1[CH:17]=[CH:18][O:19][C:20]2=[O:25])([O-:14])=[O:13].FC(F)(F)C(O)=O.C(=O)([O-])[O-].[K+].[K+].Cl.